This data is from Catalyst prediction with 721,799 reactions and 888 catalyst types from USPTO. The task is: Predict which catalyst facilitates the given reaction. (1) Reactant: [NH:1]1[CH2:5][CH2:4][CH2:3][CH2:2]1.[H-].[Na+].[Cl:8][C:9]1[CH:14]=[C:13](Cl)[CH:12]=[C:11]([Cl:16])[N:10]=1. Product: [Cl:8][C:9]1[CH:14]=[C:13]([N:1]2[CH2:5][CH2:4][CH2:3][CH2:2]2)[CH:12]=[C:11]([Cl:16])[N:10]=1. The catalyst class is: 16. (2) Reactant: [Cl:1][C:2]1[C:11]2[C:6](=[C:7]([Cl:12])[CH:8]=[CH:9][CH:10]=2)[C:5]([OH:13])=[CH:4][N:3]=1.C([O-])([O-])=O.[K+].[K+].[CH2:20](I)[CH3:21]. Product: [Cl:1][C:2]1[C:11]2[C:6](=[C:7]([Cl:12])[CH:8]=[CH:9][CH:10]=2)[C:5]([O:13][CH2:20][CH3:21])=[CH:4][N:3]=1. The catalyst class is: 10. (3) Reactant: [F:1][C:2]1[CH:3]=[C:4]2[C:8](=[CH:9][CH:10]=1)[NH:7][C:6](=[O:11])[CH2:5]2.C[Si]([N-][Si](C)(C)C)(C)C.[Li+].[OH:22][CH2:23][CH2:24][O:25][CH2:26][CH2:27][N:28]1[CH2:33][CH2:32][N:31]([CH2:34][C:35]2[N:40]=[C:39]3[CH2:41][O:42][C:43](=O)[C:38]3=[CH:37][CH:36]=2)[CH2:30][CH2:29]1.Cl. Product: [F:1][C:2]1[CH:3]=[C:4]2[C:8](=[CH:9][CH:10]=1)[NH:7][C:6](=[O:11])[C:5]2=[C:43]1[C:38]2[C:39](=[N:40][C:35]([CH2:34][N:31]3[CH2:32][CH2:33][N:28]([CH2:27][CH2:26][O:25][CH2:24][CH2:23][OH:22])[CH2:29][CH2:30]3)=[CH:36][CH:37]=2)[CH2:41][O:42]1. The catalyst class is: 1. (4) Reactant: [F:1][C:2]1[CH:7]=[CH:6][C:5](/[CH:8]=[CH:9]/[N+:10]([O-:12])=[O:11])=[CH:4][CH:3]=1.C(O)(C(F)(F)F)=O.[CH3:20][O:21][CH2:22][CH2:23][N:24]([CH2:30]OC)[CH2:25][Si](C)(C)C.P([O-])([O-])([O-])=O. Product: [F:1][C:2]1[CH:3]=[CH:4][C:5]([C@H:8]2[C@H:9]([N+:10]([O-:12])=[O:11])[CH2:30][N:24]([CH2:23][CH2:22][O:21][CH3:20])[CH2:25]2)=[CH:6][CH:7]=1. The catalyst class is: 2. (5) Reactant: C([O:8][C:9]1[CH:14]=[CH:13][C:12]([C:15]2[CH:16]=[N:17][C:18]([O:21][C@@H:22]3[CH:27]4[CH2:28][CH2:29][N:24]([CH2:25][CH2:26]4)[CH2:23]3)=[N:19][CH:20]=2)=[CH:11][C:10]=1[N+:30]([O-])=O)C1C=CC=CC=1. Product: [NH2:30][C:10]1[CH:11]=[C:12]([C:15]2[CH:16]=[N:17][C:18]([O:21][C@@H:22]3[CH:27]4[CH2:26][CH2:25][N:24]([CH2:29][CH2:28]4)[CH2:23]3)=[N:19][CH:20]=2)[CH:13]=[CH:14][C:9]=1[OH:8]. The catalyst class is: 45. (6) Reactant: [NH2:1][C:2]1[CH:7]=[CH:6][C:5]([O:8][CH2:9][C:10]#[CH:11])=[CH:4][C:3]=1[C:12]([C:14]1[CH:19]=[CH:18][C:17]([CH:20]([CH3:22])[CH3:21])=[CH:16][CH:15]=1)=O.C([O-])(=O)C.[NH4+:27].[C:28]([O:32][CH2:33][CH3:34])(=[O:31])[CH:29]=O. Product: [CH2:33]([O:32][C:28]([C:29]1[N:27]=[C:12]([C:14]2[CH:19]=[CH:18][C:17]([CH:20]([CH3:22])[CH3:21])=[CH:16][CH:15]=2)[C:3]2[C:2](=[CH:7][CH:6]=[C:5]([O:8][CH2:9][C:10]#[CH:11])[CH:4]=2)[N:1]=1)=[O:31])[CH3:34]. The catalyst class is: 6. (7) Reactant: [CH3:1][O:2][C:3]([C:5]1[S:9][C:8]2[C:10]([C:13]3[CH:18]=[CH:17][CH:16]=[C:15]([NH2:19])[CH:14]=3)=[CH:11][S:12][C:7]=2[C:6]=1[O:20][CH2:21][C:22]([O:24][CH2:25][CH3:26])=[O:23])=[O:4].[C:27]1(=O)[CH2:32][CH2:31][CH2:30][CH2:29][CH2:28]1.CC(O)=O.[BH-](OC(C)=O)(OC(C)=O)OC(C)=O.[Na+]. Product: [C:22]([CH2:21][O:20][C:6]1[C:7]2[S:12][CH:11]=[C:10]([C:13]3[CH:18]=[CH:17][CH:16]=[C:15]([NH:19][CH:27]4[CH2:32][CH2:31][CH2:30][CH2:29][CH2:28]4)[CH:14]=3)[C:8]=2[S:9][C:5]=1[C:3]([OH:2])=[O:4])([OH:24])=[O:23].[CH3:1][O:2][C:3]([C:5]1[S:9][C:8]2[C:10]([C:13]3[CH:18]=[CH:17][CH:16]=[C:15]([NH:19][CH:27]4[CH2:32][CH2:31][CH2:30][CH2:29][CH2:28]4)[CH:14]=3)=[CH:11][S:12][C:7]=2[C:6]=1[O:20][CH2:21][C:22]([O:24][CH2:25][CH3:26])=[O:23])=[O:4]. The catalyst class is: 26. (8) Reactant: Cl.[I:2][C:3]1[CH:4]=[C:5]2[C:10](=[CH:11][CH:12]=1)[N:9]([CH2:13][CH:14]1[CH2:18][CH2:17][NH:16][CH2:15]1)[CH:8]=[C:7]([C:19]([O:21][CH2:22][CH3:23])=[O:20])[C:6]2=[O:24].[Si:25]([O:32][CH2:33][CH:34]=O)([C:28]([CH3:31])([CH3:30])[CH3:29])([CH3:27])[CH3:26].C([BH3-])#N.[Na+].O. Product: [Si:25]([O:32][CH2:33][CH2:34][N:16]1[CH2:17][CH2:18][CH:14]([CH2:13][N:9]2[C:10]3[C:5](=[CH:4][C:3]([I:2])=[CH:12][CH:11]=3)[C:6](=[O:24])[C:7]([C:19]([O:21][CH2:22][CH3:23])=[O:20])=[CH:8]2)[CH2:15]1)([C:28]([CH3:31])([CH3:30])[CH3:29])([CH3:27])[CH3:26]. The catalyst class is: 5. (9) Reactant: [C:1]([OH:9])(=O)[C:2]1[CH:7]=[CH:6][CH:5]=[N:4][CH:3]=1.Cl.C(N=C=NCCCN(C)C)C.[CH2:22]([N:29]1[C:33]([CH2:34][CH3:35])=[CH:32][C:31]([NH2:36])=[N:30]1)[C:23]1[CH:28]=[CH:27][CH:26]=[CH:25][CH:24]=1. Product: [CH2:22]([N:29]1[C:33]([CH2:34][CH3:35])=[CH:32][C:31]([NH:36][C:1](=[O:9])[C:2]2[CH:7]=[CH:6][CH:5]=[N:4][CH:3]=2)=[N:30]1)[C:23]1[CH:24]=[CH:25][CH:26]=[CH:27][CH:28]=1. The catalyst class is: 12. (10) Reactant: [NH2:1][C:2]1[CH:3]=[C:4]([NH:9][C:10](=[O:22])[C:11]2[CH:16]=[CH:15][CH:14]=[C:13]([C:17]([C:20]#[N:21])([CH3:19])[CH3:18])[CH:12]=2)[CH:5]=[CH:6][C:7]=1[CH3:8].[Cl:23][C:24]1[CH:33]=[N:32][C:31]2[C:26](=[CH:27][CH:28]=[C:29]([C:34](Cl)=[O:35])[CH:30]=2)[N:25]=1.C(N(CC)CC)C. Product: [Cl:23][C:24]1[CH:33]=[N:32][C:31]2[C:26](=[CH:27][CH:28]=[C:29]([C:34]([NH:1][C:2]3[CH:3]=[C:4]([NH:9][C:10](=[O:22])[C:11]4[CH:16]=[CH:15][CH:14]=[C:13]([C:17]([C:20]#[N:21])([CH3:19])[CH3:18])[CH:12]=4)[CH:5]=[CH:6][C:7]=3[CH3:8])=[O:35])[CH:30]=2)[N:25]=1. The catalyst class is: 2.